The task is: Predict the reactants needed to synthesize the given product.. This data is from Full USPTO retrosynthesis dataset with 1.9M reactions from patents (1976-2016). (1) Given the product [CH2:19]([O:21][CH:22]([O:25][CH2:26][CH3:27])[C:23]#[C:24][C:2]1[CH:3]=[C:4]2[C:8](=[CH:9][CH:10]=1)[NH:7][C:6](=[O:11])[CH2:5]2)[CH3:20], predict the reactants needed to synthesize it. The reactants are: I[C:2]1[CH:3]=[C:4]2[C:8](=[CH:9][CH:10]=1)[NH:7][C:6](=[O:11])[CH2:5]2.C(N(CC)CC)C.[CH2:19]([O:21][CH:22]([O:25][CH2:26][CH3:27])[C:23]#[CH:24])[CH3:20].O. (2) Given the product [O:1]1[C:5]2([CH2:10][CH2:9][CH2:8][CH2:7][CH:6]2[CH2:11][OH:12])[O:4][CH2:3][CH2:2]1, predict the reactants needed to synthesize it. The reactants are: [O:1]1[C:5]2([CH2:10][CH2:9][CH2:8][CH2:7][CH:6]2[C:11](OC)=[O:12])[O:4][CH2:3][CH2:2]1.[H-].[H-].[H-].[H-].[Li+].[Al+3].O.[OH-].[Na+]. (3) Given the product [Cl:1][C:2]1[N:7]=[CH:6][C:5]([S:8]([N:21]2[CH2:20][CH2:19][N:18]([C:24]([O:26][C:27]([CH3:30])([CH3:29])[CH3:28])=[O:25])[CH2:23][CH2:22]2)(=[O:10])=[O:9])=[CH:4][CH:3]=1, predict the reactants needed to synthesize it. The reactants are: [Cl:1][C:2]1[N:7]=[CH:6][C:5]([S:8](Cl)(=[O:10])=[O:9])=[CH:4][CH:3]=1.C(=O)([O-])[O-].[K+].[K+].[N:18]1([C:24]([O:26][C:27]([CH3:30])([CH3:29])[CH3:28])=[O:25])[CH2:23][CH2:22][NH:21][CH2:20][CH2:19]1. (4) Given the product [F:8][C:9]1[CH:17]=[C:16]2[C:12]([CH:13]=[CH:14][N:15]2[S:18]([C:21]2[CH:26]=[CH:25][CH:24]=[CH:23][CH:22]=2)(=[O:20])=[O:19])=[C:11]([CH2:1][N:3]2[CH2:7][CH2:6][CH2:5][CH2:4]2)[C:10]=1[OH:27], predict the reactants needed to synthesize it. The reactants are: [CH2:1]=O.[NH:3]1[CH2:7][CH2:6][CH2:5][CH2:4]1.[F:8][C:9]1[CH:17]=[C:16]2[C:12]([CH:13]=[CH:14][N:15]2[S:18]([C:21]2[CH:26]=[CH:25][CH:24]=[CH:23][CH:22]=2)(=[O:20])=[O:19])=[CH:11][C:10]=1[OH:27].